Predict the reactants needed to synthesize the given product. From a dataset of Full USPTO retrosynthesis dataset with 1.9M reactions from patents (1976-2016). The reactants are: [NH2:1][C:2]1[N:7]=[CH:6][N:5]=[C:4]2[N:8]([C@@H:25]3[CH2:30][CH2:29][CH2:28][N:27](C(OC(C)(C)C)=O)[CH2:26]3)[N:9]=[C:10]([C:11]3[CH:16]=[CH:15][C:14]([O:17][C:18]4[CH:23]=[CH:22][CH:21]=[CH:20][CH:19]=4)=[C:13]([Cl:24])[CH:12]=3)[C:3]=12.Cl.[Na+].C(=O)(O)[O-]. Given the product [Cl:24][C:13]1[CH:12]=[C:11]([C:10]2[C:3]3[C:4](=[N:5][CH:6]=[N:7][C:2]=3[NH2:1])[N:8]([C@@H:25]3[CH2:30][CH2:29][CH2:28][NH:27][CH2:26]3)[N:9]=2)[CH:16]=[CH:15][C:14]=1[O:17][C:18]1[CH:19]=[CH:20][CH:21]=[CH:22][CH:23]=1, predict the reactants needed to synthesize it.